From a dataset of Cav3 T-type calcium channel HTS with 100,875 compounds. Binary Classification. Given a drug SMILES string, predict its activity (active/inactive) in a high-throughput screening assay against a specified biological target. (1) The molecule is FC(F)(F)c1ccc(C2N(C(=O)C3C2C=CCC3c2cc(ccc2)c2ccc(cc2)C)Cc2ccccc2)cc1. The result is 0 (inactive). (2) The molecule is Clc1ccc(c2n(CC3OCCC3)c(SCc3nc4sccn4c3)nn2)cc1. The result is 0 (inactive). (3) The compound is S(c1n(c(=O)c2c(n1)cccc2)c1ccccc1)CC#N. The result is 0 (inactive). (4) The molecule is O=C(Nc1cc(ccc1)C(=O)C)Cc1cc2CCCCc2cc1. The result is 0 (inactive).